Predict which catalyst facilitates the given reaction. From a dataset of Catalyst prediction with 721,799 reactions and 888 catalyst types from USPTO. (1) Reactant: [CH3:1][O:2][C:3](=[O:12])[C:4]1[CH:9]=[CH:8][C:7]([C:10]#[N:11])=[CH:6][CH:5]=1.P([O-])(OCC)(SCC)=[S:14]. Product: [NH2:11][C:10]([C:7]1[CH:8]=[CH:9][C:4]([C:3]([O:2][CH3:1])=[O:12])=[CH:5][CH:6]=1)=[S:14]. The catalyst class is: 6. (2) Reactant: [Cl:1][C:2]1[CH:7]=[CH:6][C:5]([C:8]2[N:12]([C:13]3[CH:18]=[CH:17][C:16]([Cl:19])=[CH:15][C:14]=3[Cl:20])[N:11]=[C:10]([C:21]3[N:22]([CH3:29])[C:23]([CH3:28])([CH3:27])[C:24](=O)[N:25]=3)[C:9]=2[CH3:30])=[CH:4][CH:3]=1.COC1C=CC(P2(SP(C3C=CC(OC)=CC=3)(=S)S2)=[S:40])=CC=1. Product: [Cl:1][C:2]1[CH:7]=[CH:6][C:5]([C:8]2[N:12]([C:13]3[CH:18]=[CH:17][C:16]([Cl:19])=[CH:15][C:14]=3[Cl:20])[N:11]=[C:10]([C:21]3[N:22]([CH3:29])[C:23]([CH3:28])([CH3:27])[C:24](=[S:40])[N:25]=3)[C:9]=2[CH3:30])=[CH:4][CH:3]=1. The catalyst class is: 11. (3) Reactant: C(OC(=O)[N:7]([CH2:27][C:28]1[CH:33]=[CH:32][C:31]([Cl:34])=[CH:30][CH:29]=1)[C:8]1[CH:13]=[CH:12][C:11]([CH:14](O)[C:15]2[C:23]3[C:18](=[N:19][CH:20]=[CH:21][CH:22]=3)[NH:17][CH:16]=2)=[C:10]([O:25][CH3:26])[N:9]=1)(C)(C)C.FC(F)(F)C(O)=O.C([SiH](CC)CC)C. Product: [Cl:34][C:31]1[CH:30]=[CH:29][C:28]([CH2:27][NH:7][C:8]2[CH:13]=[CH:12][C:11]([CH2:14][C:15]3[C:23]4[C:18](=[N:19][CH:20]=[CH:21][CH:22]=4)[NH:17][CH:16]=3)=[C:10]([O:25][CH3:26])[N:9]=2)=[CH:33][CH:32]=1. The catalyst class is: 10. (4) Reactant: [CH3:1][O:2][C:3](=[O:20])[C:4]1[CH:9]=[CH:8][C:7](/[CH:10]=[CH:11]/[C:12]([O:14][C:15]([CH3:18])([CH3:17])[CH3:16])=[O:13])=[C:6]([CH3:19])[CH:5]=1. Product: [CH3:1][O:2][C:3](=[O:20])[C:4]1[CH:9]=[CH:8][C:7]([CH2:10][CH2:11][C:12]([O:14][C:15]([CH3:16])([CH3:17])[CH3:18])=[O:13])=[C:6]([CH3:19])[CH:5]=1. The catalyst class is: 19. (5) Reactant: Cl[C:2]1[S:10][C:9]2[C:8]([C:11]([C:13]3[S:14][CH:15]=[CH:16][CH:17]=3)=[O:12])=[N:7][C:6]([NH:18][CH2:19][C:20]3[CH:21]=[N:22][CH:23]=[CH:24][CH:25]=3)=[N:5][C:4]=2[CH:3]=1.[CH3:26][NH:27][CH3:28].O. Product: [CH3:26][N:27]([CH3:28])[C:2]1[S:10][C:9]2[C:8]([C:11]([C:13]3[S:14][CH:15]=[CH:16][CH:17]=3)=[O:12])=[N:7][C:6]([NH:18][CH2:19][C:20]3[CH:21]=[N:22][CH:23]=[CH:24][CH:25]=3)=[N:5][C:4]=2[CH:3]=1. The catalyst class is: 44. (6) Reactant: [F:1][C:2]1[CH:10]=[CH:9][C:5]([C:6](Cl)=[O:7])=[CH:4][CH:3]=1.Cl.[F:12][C:13]1[CH:18]=[CH:17][C:16]([NH:19][C:20]([C@H:22]2[CH2:27][CH2:26][CH2:25][NH:24][CH2:23]2)=[O:21])=[CH:15][CH:14]=1.C(N(CC)CC)C. Product: [F:12][C:13]1[CH:14]=[CH:15][C:16]([NH:19][C:20]([C@H:22]2[CH2:27][CH2:26][CH2:25][N:24]([C:6](=[O:7])[C:5]3[CH:9]=[CH:10][C:2]([F:1])=[CH:3][CH:4]=3)[CH2:23]2)=[O:21])=[CH:17][CH:18]=1. The catalyst class is: 4.